Task: Predict the reactants needed to synthesize the given product.. Dataset: Full USPTO retrosynthesis dataset with 1.9M reactions from patents (1976-2016) (1) Given the product [CH2:11]([O:10][C:6]1[CH:5]=[C:4]([C:2](=[O:3])[CH2:1][C:24]([O:25][CH2:26][CH3:27])=[O:28])[CH:9]=[CH:8][CH:7]=1)[C:12]1[CH:17]=[CH:16][CH:15]=[CH:14][CH:13]=1, predict the reactants needed to synthesize it. The reactants are: [CH3:1][C:2]([C:4]1[CH:9]=[CH:8][CH:7]=[C:6]([O:10][CH2:11][C:12]2[CH:17]=[CH:16][CH:15]=[CH:14][CH:13]=2)[CH:5]=1)=[O:3].C(O)C.[H-].[Na+].Cl.[C:24](=O)([O:28]CC)[O:25][CH2:26][CH3:27]. (2) Given the product [Br:1][C:2]1[CH:3]=[CH:4][C:5]2[N:9]([CH2:12][C:13]3[CH:18]=[CH:17][CH:16]=[C:15]([F:19])[CH:14]=3)[CH:8]=[N:7][C:6]=2[CH:10]=1, predict the reactants needed to synthesize it. The reactants are: [Br:1][C:2]1[CH:3]=[CH:4][C:5]2[N:9]=[CH:8][NH:7][C:6]=2[CH:10]=1.Br[CH2:12][C:13]1[CH:18]=[CH:17][CH:16]=[C:15]([F:19])[CH:14]=1.C(=O)([O-])[O-].[Cs+].[Cs+].